Dataset: Reaction yield outcomes from USPTO patents with 853,638 reactions. Task: Predict the reaction yield, written as a fraction of the theoretical maximum amount of product (1.0 means a 100% yield; for example, 0.34 means a 34% yield). (1) The reactants are Br[CH2:2][CH2:3][O:4][C:5]1[CH:6]=[CH:7][C:8]([C:21]2[NH:30][C:29](=[O:31])[C:28]3[C:23](=[CH:24][C:25]([O:32][CH3:33])=[CH:26][CH:27]=3)[N:22]=2)=[N:9][C:10]=1[C:11]1[CH:16]=[CH:15][C:14]([S:17]([CH3:20])(=[O:19])=[O:18])=[CH:13][CH:12]=1.[CH:34]([NH2:37])([CH3:36])[CH3:35]. The catalyst is CS(C)=O. The product is [CH:34]([NH:37][CH2:2][CH2:3][O:4][C:5]1[CH:6]=[CH:7][C:8]([C:21]2[NH:30][C:29](=[O:31])[C:28]3[C:23](=[CH:24][C:25]([O:32][CH3:33])=[CH:26][CH:27]=3)[N:22]=2)=[N:9][C:10]=1[C:11]1[CH:16]=[CH:15][C:14]([S:17]([CH3:20])(=[O:19])=[O:18])=[CH:13][CH:12]=1)([CH3:36])[CH3:35]. The yield is 0.700. (2) The product is [O:24]=[C:16]1[C:17]2[CH:18]=[CH:19][CH:20]=[C:21]3[NH:23][CH:11]([C:7]4[CH:6]=[C:5]([CH:10]=[CH:9][CH:8]=4)[CH:4]=[O:3])[CH:12]([C:25]4[CH:30]=[CH:29][CH:28]=[CH:27][CH:26]=4)[C:13]([C:22]=23)=[N:14][NH:15]1. The catalyst is Cl. The reactants are C([O:3][CH:4](OCC)[C:5]1[CH:6]=[C:7]([CH:11]2[NH:23][C:21]3[C:22]4[C:13](=[N:14][NH:15][C:16](=[O:24])[C:17]=4[CH:18]=[CH:19][CH:20]=3)[CH:12]2[C:25]2[CH:30]=[CH:29][CH:28]=[CH:27][CH:26]=2)[CH:8]=[CH:9][CH:10]=1)C.C(=O)([O-])[O-].[K+].[K+]. The yield is 0.500.